Dataset: Forward reaction prediction with 1.9M reactions from USPTO patents (1976-2016). Task: Predict the product of the given reaction. (1) Given the reactants [Si]([C:5]#[N:6])(C)(C)C.[S:7]1[CH:11]=[CH:10][N:9]=[C:8]1[CH2:12][CH2:13][CH2:14][C:15]1[N:20]=[CH:19][C:18]([NH2:21])=[CH:17][CH:16]=1.[C:22]1(=O)[CH2:25][CH2:24][CH2:23]1, predict the reaction product. The product is: [S:7]1[CH:11]=[CH:10][N:9]=[C:8]1[CH2:12][CH2:13][CH2:14][C:15]1[N:20]=[CH:19][C:18]([NH:21][C:22]2([C:5]#[N:6])[CH2:25][CH2:24][CH2:23]2)=[CH:17][CH:16]=1. (2) Given the reactants [CH3:1][N:2]1[CH:10]=[C:9]2[C:4]([CH:5]=[C:6]([C:11]3[C:12]4[C:19]([C:20]([O:22]CC)=[O:21])=[CH:18][N:17]([CH2:25][O:26][CH2:27][CH2:28][Si:29]([CH3:32])([CH3:31])[CH3:30])[C:13]=4[N:14]=[CH:15][N:16]=3)[CH:7]=[CH:8]2)=[N:3]1.[Li+].[OH-].CC(O)=O, predict the reaction product. The product is: [CH3:1][N:2]1[CH:10]=[C:9]2[C:4]([CH:5]=[C:6]([C:11]3[C:12]4[C:19]([C:20]([OH:22])=[O:21])=[CH:18][N:17]([CH2:25][O:26][CH2:27][CH2:28][Si:29]([CH3:32])([CH3:31])[CH3:30])[C:13]=4[N:14]=[CH:15][N:16]=3)[CH:7]=[CH:8]2)=[N:3]1. (3) Given the reactants [Cl:1][C:2]1[C:3]([F:10])=[C:4]([CH:7]=[CH:8][CH:9]=1)[CH:5]=O.[C:11]1([CH3:20])[CH:16]=[CH:15][C:14]([S:17]([OH:19])=[O:18])=[CH:13][CH:12]=1.C[Si](Cl)(C)C.[CH:26]([NH2:28])=[O:27], predict the reaction product. The product is: [Cl:1][C:2]1[C:3]([F:10])=[C:4]([CH:5]([S:17]([C:14]2[CH:15]=[CH:16][C:11]([CH3:20])=[CH:12][CH:13]=2)(=[O:19])=[O:18])[NH:28][CH:26]=[O:27])[CH:7]=[CH:8][CH:9]=1.